Dataset: Full USPTO retrosynthesis dataset with 1.9M reactions from patents (1976-2016). Task: Predict the reactants needed to synthesize the given product. (1) Given the product [NH2:10][CH2:9][CH:8]([C:3]1[CH:4]=[CH:5][CH:6]=[CH:7][C:2]=1[OH:1])[OH:13], predict the reactants needed to synthesize it. The reactants are: [OH:1][C:2]1[CH:7]=[CH:6][CH:5]=[CH:4][C:3]=1[CH:8]([OH:13])[CH2:9][N+:10]([O-])=O. (2) Given the product [S:3]1[C:4]2[CH:10]=[CH:9][CH:8]=[CH:7][C:5]=2[N:6]=[C:2]1[NH:1][C:47](=[O:48])[CH2:46][O:45][C:44]1[CH:50]=[C:40]([CH:39]2[N:35]([C:32](=[O:34])[CH3:33])[N:36]=[C:37]([C:53]3[CH:58]=[C:57]([O:59][CH3:60])[C:56]([O:61][CH3:62])=[C:55]([O:63][CH3:64])[CH:54]=3)[CH2:38]2)[CH:41]=[CH:42][C:43]=1[O:51][CH3:52], predict the reactants needed to synthesize it. The reactants are: [NH2:1][C:2]1[S:3][C:4]2[CH:10]=[CH:9][CH:8]=[CH:7][C:5]=2[N:6]=1.C(N=C=NCCCN(C)C)C.ON1C2C=CC=CC=2N=N1.[C:32]([N:35]1[CH:39]([C:40]2[CH:41]=[CH:42][C:43]([O:51][CH3:52])=[C:44]([CH:50]=2)[O:45][CH2:46][C:47](O)=[O:48])[CH2:38][C:37]([C:53]2[CH:58]=[C:57]([O:59][CH3:60])[C:56]([O:61][CH3:62])=[C:55]([O:63][CH3:64])[CH:54]=2)=[N:36]1)(=[O:34])[CH3:33]. (3) Given the product [CH2:1]([O:3][C:4](=[O:17])[CH:5]([O:6][CH2:7][CH3:8])[N:9]1[CH:14]=[CH:13][CH:12]=[C:11]([NH:15][C:24]2[CH:23]=[CH:22][CH:21]=[C:20]([O:19][CH3:18])[CH:25]=2)[C:10]1=[O:16])[CH3:2], predict the reactants needed to synthesize it. The reactants are: [CH2:1]([O:3][C:4](=[O:17])[CH:5]([N:9]1[CH:14]=[CH:13][CH:12]=[C:11]([NH2:15])[C:10]1=[O:16])[O:6][CH2:7][CH3:8])[CH3:2].[CH3:18][O:19][C:20]1[CH:21]=[C:22](B(O)O)[CH:23]=[CH:24][CH:25]=1. (4) Given the product [F:19][C:20]1[CH:21]=[CH:22][C:23]([C:26]2[S:30][C:29]([CH:31]=[C:3]3[C:2](=[O:1])[N:6]([CH:7]([CH2:11][C:12]4[CH:17]=[CH:16][CH:15]=[CH:14][CH:13]=4)[C:8]([OH:10])=[O:9])[C:5](=[S:18])[NH:4]3)=[CH:28][CH:27]=2)=[CH:24][CH:25]=1, predict the reactants needed to synthesize it. The reactants are: [O:1]=[C:2]1[N:6]([CH:7]([CH2:11][C:12]2[CH:17]=[CH:16][CH:15]=[CH:14][CH:13]=2)[C:8]([OH:10])=[O:9])[C:5](=[S:18])[NH:4][CH2:3]1.[F:19][C:20]1[CH:25]=[CH:24][C:23]([C:26]2[S:30][C:29]([CH:31]=O)=[CH:28][CH:27]=2)=[CH:22][CH:21]=1.NCCC(O)=O.CO.C(Cl)Cl. (5) Given the product [Br:1][C:2]1[CH:3]=[C:4]([CH:9]=[C:10]([O:12][CH3:13])[CH:11]=1)[CH2:5][OH:6], predict the reactants needed to synthesize it. The reactants are: [Br:1][C:2]1[CH:3]=[C:4]([CH:9]=[C:10]([O:12][CH3:13])[CH:11]=1)[C:5](OC)=[O:6].[H-].[Al+3].[Li+].[H-].[H-].[H-]. (6) Given the product [C:15]([O:8][C:7]1[CH:14]=[CH:13][CH:12]=[CH:11][C:9]=1[OH:10])(=[O:22])[C:16]1[CH:21]=[CH:20][CH:19]=[CH:18][CH:17]=1, predict the reactants needed to synthesize it. The reactants are: C(=O)([O-])[O-].[Na+].[Na+].[C:7]1([C:9](=[CH:11][CH:12]=[CH:13][CH:14]=1)[OH:10])[OH:8].[C:15](Cl)(=[O:22])[C:16]1[CH:21]=[CH:20][CH:19]=[CH:18][CH:17]=1.Cl. (7) Given the product [Br:1][C:2]1[C:14]2[C:13]3[C:8](=[CH:9][C:10]([C:15]([OH:18])([CH3:17])[CH3:16])=[CH:11][CH:12]=3)[NH:7][C:6]=2[C:5]([C:19]([NH2:21])=[O:20])=[CH:4][C:3]=1[C:23]#[N:24], predict the reactants needed to synthesize it. The reactants are: [Br:1][C:2]1[C:14]2[C:13]3[C:8](=[CH:9][C:10]([C:15]([OH:18])([CH3:17])[CH3:16])=[CH:11][CH:12]=3)[NH:7][C:6]=2[C:5]([C:19]([NH2:21])=[O:20])=[CH:4][C:3]=1I.[CH3:23][N:24](C=O)C.